From a dataset of Catalyst prediction with 721,799 reactions and 888 catalyst types from USPTO. Predict which catalyst facilitates the given reaction. Reactant: [N:1]1[CH:6]=[CH:5][C:4]([C:7]2[N:12]=[C:11](O)[CH:10]=[CH:9][N:8]=2)=[CH:3][CH:2]=1.P(Br)(Br)([Br:16])=O.O.C(Cl)Cl. Product: [Br:16][C:11]1[CH:10]=[CH:9][N:8]=[C:7]([C:4]2[CH:5]=[CH:6][N:1]=[CH:2][CH:3]=2)[N:12]=1. The catalyst class is: 26.